Predict the reaction yield, written as a fraction of the theoretical maximum amount of product (1.0 means a 100% yield; for example, 0.34 means a 34% yield). From a dataset of Reaction yield outcomes from USPTO patents with 853,638 reactions. (1) The reactants are [O:1]1[CH2:7][CH:2]1[C:3]([O:5][CH3:6])=[O:4].[I-].[K+].[C:10](=[O:12])=[O:11]. The catalyst is [Br-].C([N+](CCCC)(CCCC)CCCC)CCC.COC(C)(C)C. The product is [CH3:6][O:5][C:3]([CH:2]1[CH2:7][O:1][C:10](=[O:11])[O:12]1)=[O:4]. The yield is 0.790. (2) The reactants are [C:1]1([C:7]2[NH:11][CH:10]=[C:9]([CH:12]=[O:13])[CH:8]=2)[CH:6]=[CH:5][CH:4]=[CH:3][CH:2]=1.[H-].[Na+].C1OCCOCCOCCOCCOC1.Cl.[N:32]1[CH:37]=[CH:36][CH:35]=[C:34]([S:38](Cl)(=[O:40])=[O:39])[CH:33]=1. The catalyst is O1CCCC1.C(OCC)(=O)C. The product is [C:1]1([C:7]2[N:11]([S:38]([C:34]3[CH:33]=[N:32][CH:37]=[CH:36][CH:35]=3)(=[O:40])=[O:39])[CH:10]=[C:9]([CH:12]=[O:13])[CH:8]=2)[CH:6]=[CH:5][CH:4]=[CH:3][CH:2]=1. The yield is 0.750.